Predict which catalyst facilitates the given reaction. From a dataset of Catalyst prediction with 721,799 reactions and 888 catalyst types from USPTO. (1) Reactant: [NH2:1][C:2]1[C:7]([CH3:8])=[CH:6][C:5]([C:9]2[NH:18][C:17](=[O:19])[C:16]3[C:11](=[CH:12][C:13]([O:22][CH3:23])=[CH:14][C:15]=3[O:20][CH3:21])[N:10]=2)=[CH:4][C:3]=1[CH3:24].[CH:25]([N:28]([CH:31](C)C)[CH2:29]C)(C)C.CS(Cl)(=O)=O. Product: [CH3:21][O:20][C:15]1[CH:14]=[C:13]([O:22][CH3:23])[CH:12]=[C:11]2[C:16]=1[C:17](=[O:19])[NH:18][C:9]([C:5]1[CH:6]=[C:7]([CH3:8])[C:2](/[N:1]=[CH:25]/[N:28]([CH3:31])[CH3:29])=[C:3]([CH3:24])[CH:4]=1)=[N:10]2. The catalyst class is: 31. (2) Reactant: [N+:1]([C:4]1[CH:9]=[CH:8][C:7]([C:10]2([CH2:13][NH:14][C:15](=[O:17])[CH3:16])[CH2:12][CH2:11]2)=[CH:6][CH:5]=1)([O-])=O. Product: [NH2:1][C:4]1[CH:5]=[CH:6][C:7]([C:10]2([CH2:13][NH:14][C:15](=[O:17])[CH3:16])[CH2:11][CH2:12]2)=[CH:8][CH:9]=1. The catalyst class is: 19. (3) Reactant: Br[C:2]1[N:3]=[CH:4][C:5]([S:8]([NH:11][CH3:12])(=[O:10])=[O:9])=[N:6][CH:7]=1.[OH:13][CH2:14][C@@H:15]1[O:19][C:18]([C:20]2[NH:24][C:23]([C:25]3[CH:26]=[C:27]([OH:37])[CH:28]=[C:29]([O:31][C@@H:32]([CH3:36])[CH2:33][O:34][CH3:35])[CH:30]=3)=[CH:22][CH:21]=2)=[N:17][CH2:16]1.C(=O)([O-])[O-].[K+].[K+].O. Product: [OH:13][CH2:14][C@@H:15]1[O:19][C:18]([C:20]2[NH:24][C:23]([C:25]3[CH:26]=[C:27]([CH:28]=[C:29]([O:31][C@@H:32]([CH3:36])[CH2:33][O:34][CH3:35])[CH:30]=3)[O:37][C:2]3[N:3]=[CH:4][C:5]([S:8]([NH:11][CH3:12])(=[O:10])=[O:9])=[N:6][CH:7]=3)=[CH:22][CH:21]=2)=[N:17][CH2:16]1. The catalyst class is: 115. (4) Reactant: [CH3:1][C:2]1[CH:3]=[C:4]2[C:9](=[CH:10][CH:11]=1)[O:8][C:7](=[O:12])[CH:6]=[CH:5]2.C(O)(=[O:15])C. Product: [O:8]1[C:9]2[C:4](=[CH:3][C:2]([CH:1]=[O:15])=[CH:11][CH:10]=2)[CH:5]=[CH:6][C:7]1=[O:12]. The catalyst class is: 280. (5) Reactant: O.Cl.[NH:3]1[CH2:8][CH2:7][C:6](=[O:9])[CH2:5][CH2:4]1.[CH3:10][O:11][CH2:12][CH2:13]Br.C([O-])([O-])=O.[K+].[K+]. Product: [CH3:10][O:11][CH2:12][CH2:13][N:3]1[CH2:8][CH2:7][C:6](=[O:9])[CH2:5][CH2:4]1. The catalyst class is: 23. (6) Reactant: [CH2:1]([O:5][C:6]([C:8]1[N:9]=[C:10](Br)[C:11]2[C:16]([C:17]=1[OH:18])=[CH:15][C:14]([O:19][CH:20]1[CH2:25][CH2:24][CH2:23][CH2:22][CH2:21]1)=[CH:13][CH:12]=2)=[O:7])[CH2:2][CH2:3][CH3:4].[C:27]([Cu])#[N:28].CN1CCCC1. Product: [CH2:1]([O:5][C:6]([C:8]1[N:9]=[C:10]([C:27]#[N:28])[C:11]2[C:16]([C:17]=1[OH:18])=[CH:15][C:14]([O:19][CH:20]1[CH2:25][CH2:24][CH2:23][CH2:22][CH2:21]1)=[CH:13][CH:12]=2)=[O:7])[CH2:2][CH2:3][CH3:4]. The catalyst class is: 6. (7) Reactant: [CH:1]1([CH:4]([N:8]2[CH:12]=[C:11]([C:13]3[C:14]4[CH:21]=[CH:20][N:19]([CH2:22][O:23][CH2:24][CH2:25][Si:26]([CH3:29])([CH3:28])[CH3:27])[C:15]=4[N:16]=[CH:17][N:18]=3)[CH:10]=[N:9]2)[CH2:5][C:6]#[N:7])[CH2:3][CH2:2]1. Product: [CH:1]1([C@H:4]([N:8]2[CH:12]=[C:11]([C:13]3[C:14]4[CH:21]=[CH:20][N:19]([CH2:22][O:23][CH2:24][CH2:25][Si:26]([CH3:27])([CH3:29])[CH3:28])[C:15]=4[N:16]=[CH:17][N:18]=3)[CH:10]=[N:9]2)[CH2:5][C:6]#[N:7])[CH2:3][CH2:2]1. The catalyst class is: 32.